Dataset: Full USPTO retrosynthesis dataset with 1.9M reactions from patents (1976-2016). Task: Predict the reactants needed to synthesize the given product. Given the product [Cl:20][C:5]1[CH:4]=[CH:3][C:2]([C:25]2[CH:26]=[CH:27][C:22]([Cl:21])=[CH:23][CH:24]=2)=[CH:7][C:6]=1[CH:8]1[C:13](=[O:14])[C:12]([CH3:16])([CH3:15])[O:11][C:10]([CH3:18])([CH3:17])[C:9]1=[O:19], predict the reactants needed to synthesize it. The reactants are: Br[C:2]1[CH:3]=[CH:4][C:5]([Cl:20])=[C:6]([CH:8]2[C:13](=[O:14])[C:12]([CH3:16])([CH3:15])[O:11][C:10]([CH3:18])([CH3:17])[C:9]2=[O:19])[CH:7]=1.[Cl:21][C:22]1[CH:27]=[CH:26][C:25](B(O)O)=[CH:24][CH:23]=1.[F-].[Cs+].